From a dataset of Full USPTO retrosynthesis dataset with 1.9M reactions from patents (1976-2016). Predict the reactants needed to synthesize the given product. (1) Given the product [CH3:49][N:50]([CH3:54])[CH2:51][CH2:52][NH:53][C:9]([C:5]1[C:4]([CH3:12])=[C:3]([CH:1]=[O:2])[NH:7][C:6]=1[CH3:8])=[O:11], predict the reactants needed to synthesize it. The reactants are: [CH:1]([C:3]1[NH:7][C:6]([CH3:8])=[C:5]([C:9]([OH:11])=O)[C:4]=1[CH3:12])=[O:2].F[P-](F)(F)(F)(F)F.N1(O[P+](N(C)C)(N(C)C)N(C)C)C2C=CC=CC=2N=N1.C(N(C(C)C)CC)(C)C.[CH3:49][N:50]([CH3:54])[CH2:51][CH2:52][NH2:53].[OH-].[Na+]. (2) The reactants are: [C:1]([C:3]1[C:11]2[CH:10]=[C:9]([C:12]([O:14]C)=[O:13])[S:8][C:7]=2[CH:6]=[CH:5][CH:4]=1)#N.[OH-:16].[Na+].Cl.[OH2:19]. Given the product [S:8]1[C:9]([C:12]([OH:14])=[O:13])=[CH:10][C:11]2[C:3]([C:1]([OH:19])=[O:16])=[CH:4][CH:5]=[CH:6][C:7]1=2, predict the reactants needed to synthesize it. (3) Given the product [C:1]([O:5][C:6](=[O:24])[NH:7][C:8]1[CH:13]=[C:12]([N:14]([CH3:18])[CH2:15][CH2:16][CH3:17])[C:11]([C:19]([F:22])([F:21])[F:20])=[CH:10][C:9]=1[NH:23][C:30](=[O:29])[CH2:31][C:32](=[O:45])[C:33]1[CH:38]=[CH:37][CH:36]=[C:35]([C:39]2[CH:44]=[N:43][CH:42]=[CH:41][N:40]=2)[CH:34]=1)([CH3:2])([CH3:3])[CH3:4], predict the reactants needed to synthesize it. The reactants are: [C:1]([O:5][C:6](=[O:24])[NH:7][C:8]1[CH:13]=[C:12]([N:14]([CH3:18])[CH2:15][CH2:16][CH3:17])[C:11]([C:19]([F:22])([F:21])[F:20])=[CH:10][C:9]=1[NH2:23])([CH3:4])([CH3:3])[CH3:2].C([O:29][C:30](=O)[CH2:31][C:32](=[O:45])[C:33]1[CH:38]=[CH:37][CH:36]=[C:35]([C:39]2[CH:44]=[N:43][CH:42]=[CH:41][N:40]=2)[CH:34]=1)(C)(C)C. (4) Given the product [CH3:1][C:2]1[C:7]([C:2]2[CH:7]=[CH:6][CH:5]=[CH:4][N:3]=2)=[CH:6][CH:5]=[C:4]([CH3:9])[N:3]=1, predict the reactants needed to synthesize it. The reactants are: [CH3:1][C:2]1[C:7](Br)=[CH:6][CH:5]=[C:4]([CH3:9])[N:3]=1. (5) Given the product [NH2:14][C:13]1[C:12]2[C:8]3[CH:7]=[CH:6][C:5]([F:4])=[CH:25][C:9]=3[S:10][C:11]=2[NH:15][C:16]2[CH:21]=[CH:20][CH:19]=[CH:18][C:17]=2[N:22]=1, predict the reactants needed to synthesize it. The reactants are: [Sn](Cl)Cl.[F:4][C:5]1[CH:6]=[CH:7][C:8]2[C:12]([C:13]#[N:14])=[C:11]([NH:15][C:16]3[CH:21]=[CH:20][CH:19]=[CH:18][C:17]=3[N+:22]([O-])=O)[S:10][C:9]=2[CH:25]=1.O. (6) The reactants are: [I:1][C:2]1[CH:7]=[CH:6][CH:5]=[CH:4][C:3]=1[OH:8].C(N(CC)CC)C.[CH3:16][S:17](Cl)(=[O:19])=[O:18]. Given the product [CH3:16][S:17]([O:8][C:3]1[CH:4]=[CH:5][CH:6]=[CH:7][C:2]=1[I:1])(=[O:19])=[O:18], predict the reactants needed to synthesize it. (7) Given the product [CH3:53][O:52][N:51]([CH3:50])[C:3](=[O:5])[CH2:2][NH:1][C:6](=[O:7])[O:8][C:9]([CH3:12])([CH3:11])[CH3:10], predict the reactants needed to synthesize it. The reactants are: [NH:1]([C:6]([O:8][C:9]([CH3:12])([CH3:11])[CH3:10])=[O:7])[CH2:2][C:3]([OH:5])=O.CCN(C(C)C)C(C)C.F[P-](F)(F)(F)(F)F.N1(O[P+](N(C)C)(N(C)C)N(C)C)C2C=CC=CC=2N=N1.Cl.[CH3:50][NH:51][O:52][CH3:53]. (8) Given the product [CH3:1][O:2][C:3]([C:5]1[C:6]2[CH2:7][C:8]([CH3:24])([CH3:23])[CH:9]([C:16]3[CH:21]=[CH:20][CH:19]=[C:18]([Br:22])[CH:17]=3)[NH:10][C:11]=2[CH:12]=[C:13]([F:15])[CH:14]=1)=[O:4], predict the reactants needed to synthesize it. The reactants are: [CH3:1][O:2][C:3]([C:5]1[C:6]2[CH:7](O)[C:8]([CH3:24])([CH3:23])[CH:9]([C:16]3[CH:21]=[CH:20][CH:19]=[C:18]([Br:22])[CH:17]=3)[NH:10][C:11]=2[CH:12]=[C:13]([F:15])[CH:14]=1)=[O:4].C([SiH](CC)CC)C. (9) Given the product [Cl:1][C:2]1[CH:7]=[CH:6][C:5]([CH2:8][C:9]2[S:13][C:12]([C:14]#[N:15])=[CH:11][C:10]=2[I:16])=[CH:4][CH:3]=1, predict the reactants needed to synthesize it. The reactants are: [Cl:1][C:2]1[CH:7]=[CH:6][C:5]([CH:8](O)[C:9]2[S:13][C:12]([C:14]#[N:15])=[CH:11][C:10]=2[I:16])=[CH:4][CH:3]=1.C(O)(C(F)(F)F)=O.C([SiH](CC)CC)C.